Dataset: Catalyst prediction with 721,799 reactions and 888 catalyst types from USPTO. Task: Predict which catalyst facilitates the given reaction. (1) Reactant: [O:1]=[C:2]1[C@@H:6]([NH:7][C:8](=[O:14])[O:9][C:10]([CH3:13])([CH3:12])[CH3:11])[CH2:5][CH2:4][N:3]1[CH:15]1[CH2:20][CH2:19][NH:18][CH2:17][CH2:16]1.C(N(C(C)C)C(C)C)C.Cl[C:31]1[C:36]([Cl:37])=[CH:35][C:34]([C:38]([F:41])([F:40])[F:39])=[CH:33][N:32]=1. Product: [Cl:37][C:36]1[C:31]([N:18]2[CH2:17][CH2:16][CH:15]([N:3]3[CH2:4][CH2:5][C@H:6]([NH:7][C:8](=[O:14])[O:9][C:10]([CH3:13])([CH3:12])[CH3:11])[C:2]3=[O:1])[CH2:20][CH2:19]2)=[N:32][CH:33]=[C:34]([C:38]([F:40])([F:39])[F:41])[CH:35]=1. The catalyst class is: 31. (2) Reactant: [F:1][C:2]1[CH:7]=[CH:6][C:5]([N:8]2[C:16]3[C:11](=[CH:12][C:13]([CH:17]([C:19]4[CH:24]=[CH:23][CH:22]=[CH:21][CH:20]=4)O)=[CH:14][CH:15]=3)[CH:10]=[N:9]2)=[CH:4][CH:3]=1.[CH3:25][O:26][C:27]([O:31][Si](C)(C)C)=[CH:28][CH2:29][CH3:30]. Product: [F:1][C:2]1[CH:7]=[CH:6][C:5]([N:8]2[C:16]3[C:11](=[CH:12][C:13]([CH:17]([C:19]4[CH:24]=[CH:23][CH:22]=[CH:21][CH:20]=4)[CH:28]([CH2:29][CH3:30])[C:27]([O:26][CH3:25])=[O:31])=[CH:14][CH:15]=3)[CH:10]=[N:9]2)=[CH:4][CH:3]=1. The catalyst class is: 388. (3) The catalyst class is: 22. Reactant: [Br:1][C:2]1[C:11]2[O:12][CH2:13][N:9]3[C:10]=2[C:5]([C:6]([CH3:15])=[CH:7][C:8]3=[O:14])=[CH:4][CH:3]=1.[Se]=[O:17].ClC1C=CC=CC=1Cl. Product: [Br:1][C:2]1[C:11]2[O:12][CH2:13][N:9]3[C:10]=2[C:5]([C:6]([CH:15]=[O:17])=[CH:7][C:8]3=[O:14])=[CH:4][CH:3]=1. (4) Reactant: C(O[CH:4]=[C:5]([C:11]([CH3:13])=O)[C:6]([O:8]CC)=[O:7])C.Cl.Cl.[F:16][C:17]1[CH:22]=[CH:21][C:20]([NH:23][NH2:24])=[CH:19][CH:18]=1. Product: [F:16][C:17]1[CH:22]=[CH:21][C:20]([N:23]2[C:11]([CH3:13])=[C:5]([C:6]([OH:8])=[O:7])[CH:4]=[N:24]2)=[CH:19][CH:18]=1. The catalyst class is: 8.